From a dataset of Forward reaction prediction with 1.9M reactions from USPTO patents (1976-2016). Predict the product of the given reaction. (1) Given the reactants Cl[C:2]1[CH:7]=[C:6]([O:8][CH2:9][C:10]2[CH:15]=[CH:14][CH:13]=[CH:12][N:11]=2)[N:5]=[C:4]2[CH2:16][CH2:17][CH2:18][C:3]=12.[N:19]1[CH:24]=[C:23](B(O)O)[CH:22]=[N:21][CH:20]=1.COC1C=CC=C(OC)C=1C1C=CC=CC=1P(C1CCCCC1)C1CCCCC1.C(=O)([O-])[O-].[K+].[K+], predict the reaction product. The product is: [N:11]1[CH:12]=[CH:13][CH:14]=[CH:15][C:10]=1[CH2:9][O:8][C:6]1[N:5]=[C:4]2[CH2:16][CH2:17][CH2:18][C:3]2=[C:2]([C:23]2[CH:24]=[N:19][CH:20]=[N:21][CH:22]=2)[CH:7]=1. (2) The product is: [CH2:42]([O:44][C:45](=[O:58])[C:46]([O:49][C:50]1[CH:55]=[CH:54][C:53]([O:40][CH2:39][CH2:38][CH:37]([O:36][C:25]2[CH:24]=[CH:23][C:22]([CH2:20][CH3:21])=[CH:27][C:26]=2[C:28](=[O:29])[C:30]2[CH:31]=[CH:32][CH:33]=[CH:34][CH:35]=2)[CH3:41])=[CH:52][C:51]=1[CH3:57])([CH3:47])[CH3:48])[CH3:43]. Given the reactants C1(P(C2C=CC=CC=2)C2C=CC=CC=2)C=CC=CC=1.[CH2:20]([C:22]1[CH:23]=[CH:24][C:25]([O:36][CH:37]([CH3:41])[CH2:38][CH2:39][OH:40])=[C:26]([C:28]([C:30]2[CH:35]=[CH:34][CH:33]=[CH:32][CH:31]=2)=[O:29])[CH:27]=1)[CH3:21].[CH2:42]([O:44][C:45](=[O:58])[C:46]([O:49][C:50]1[CH:55]=[CH:54][C:53](O)=[CH:52][C:51]=1[CH3:57])([CH3:48])[CH3:47])[CH3:43], predict the reaction product. (3) Given the reactants [Br:1][C:2]1[C:10]2[C:5](=[CH:6][CH:7]=[CH:8][C:9]=2[C:11]2[CH:16]=[CH:15][CH:14]=[CH:13][C:12]=2[CH3:17])[N:4]([CH2:18][CH2:19][CH2:20][O:21][C:22]2[C:31]3[C:26](=[CH:27][CH:28]=[CH:29][CH:30]=3)[CH:25]=[CH:24][CH:23]=2)[C:3]=1[C:32]([O:34]C)=[O:33].[OH-].[Na+].CO.Cl, predict the reaction product. The product is: [Br:1][C:2]1[C:10]2[C:5](=[CH:6][CH:7]=[CH:8][C:9]=2[C:11]2[CH:16]=[CH:15][CH:14]=[CH:13][C:12]=2[CH3:17])[N:4]([CH2:18][CH2:19][CH2:20][O:21][C:22]2[C:31]3[C:26](=[CH:27][CH:28]=[CH:29][CH:30]=3)[CH:25]=[CH:24][CH:23]=2)[C:3]=1[C:32]([OH:34])=[O:33]. (4) Given the reactants [C:1]([O:5][C:6](=[O:28])[NH:7][CH2:8][C:9]1[CH:14]=[C:13]([O:15][C:16]2[CH:24]=[CH:23][C:19]3[O:20][CH2:21][O:22][C:18]=3[CH:17]=2)[CH:12]=[CH:11][C:10]=1[N+:25]([O-])=O)([CH3:4])([CH3:3])[CH3:2].[Cl-].[NH4+].C(O)C, predict the reaction product. The product is: [C:1]([O:5][C:6](=[O:28])[NH:7][CH2:8][C:9]1[CH:14]=[C:13]([O:15][C:16]2[CH:24]=[CH:23][C:19]3[O:20][CH2:21][O:22][C:18]=3[CH:17]=2)[CH:12]=[CH:11][C:10]=1[NH2:25])([CH3:4])([CH3:2])[CH3:3]. (5) Given the reactants [NH2:1][C:2]1[CH:10]=[C:9]([N+:11]([O-:13])=[O:12])[CH:8]=[CH:7][C:3]=1[C:4]([OH:6])=[O:5].Cl[C:15](Cl)([O:17]C(=O)OC(Cl)(Cl)Cl)Cl, predict the reaction product. The product is: [N+:11]([C:9]1[CH:8]=[CH:7][C:3]2[C:4](=[O:6])[O:5][C:15](=[O:17])[NH:1][C:2]=2[CH:10]=1)([O-:13])=[O:12]. (6) Given the reactants [F:1][C:2]1[CH:7]=[CH:6][C:5]([S:8](Cl)(=[O:10])=[O:9])=[CH:4][CH:3]=1.[F-:12].[K+].C([O-])(O)=O.[Na+], predict the reaction product. The product is: [F:1][C:2]1[CH:7]=[CH:6][C:5]([S:8]([F:12])(=[O:10])=[O:9])=[CH:4][CH:3]=1.